The task is: Predict the product of the given reaction.. This data is from Forward reaction prediction with 1.9M reactions from USPTO patents (1976-2016). (1) Given the reactants [NH2:1][C:2]1[C:10]([O:11][CH3:12])=[CH:9][CH:8]=[CH:7][C:3]=1[C:4]([OH:6])=[O:5].[Br:13]Br, predict the reaction product. The product is: [NH2:1][C:2]1[C:10]([O:11][CH3:12])=[CH:9][C:8]([Br:13])=[CH:7][C:3]=1[C:4]([OH:6])=[O:5]. (2) Given the reactants [CH3:1][O:2][C:3]1[CH:4]=[C:5]2[C:10](=[N:11][CH:12]=1)[N:9]=[CH:8][CH:7]=[C:6]2[N:13]1[CH2:18][CH2:17][CH:16]([CH2:19][CH2:20][NH2:21])[CH2:15][CH2:14]1.[O-]S([O-])(=O)=O.[Na+].[Na+].[O:29]=[C:30]1[NH:35][C:34]2[N:36]=[C:37]([CH:40]=O)[CH:38]=[CH:39][C:33]=2[S:32][CH2:31]1.[BH4-].[Na+], predict the reaction product. The product is: [CH3:1][O:2][C:3]1[CH:4]=[C:5]2[C:10](=[N:11][CH:12]=1)[N:9]=[CH:8][CH:7]=[C:6]2[N:13]1[CH2:18][CH2:17][CH:16]([CH2:19][CH2:20][NH:21][CH2:40][C:37]2[CH:38]=[CH:39][C:33]3[S:32][CH2:31][C:30](=[O:29])[NH:35][C:34]=3[N:36]=2)[CH2:15][CH2:14]1. (3) The product is: [CH3:16][N:17]1[C:21]([C:8]2[N:13]=[CH:12][C:11]([C:14]#[N:15])=[CH:10][CH:9]=2)=[CH:20][CH:19]=[N:18]1. Given the reactants C(=O)([O-])[O-].[Na+].[Na+].Cl[C:8]1[N:13]=[CH:12][C:11]([C:14]#[N:15])=[CH:10][CH:9]=1.[CH3:16][N:17]1[C:21](B2OC(C)(C)C(C)(C)O2)=[CH:20][CH:19]=[N:18]1, predict the reaction product. (4) Given the reactants [CH3:1][S:2]([C:5]1[CH:6]=[CH:7][C:8]2[O:13][CH2:12][C@@H:11]([CH2:14][OH:15])[O:10][C:9]=2[CH:16]=1)(=[O:4])=[O:3].[C:17]1([CH3:27])[CH:22]=[CH:21][C:20]([S:23](Cl)(=[O:25])=[O:24])=[CH:19][CH:18]=1, predict the reaction product. The product is: [CH3:27][C:17]1[CH:22]=[CH:21][C:20]([S:23]([O:15][CH2:14][C@H:11]2[O:10][C:9]3[CH:16]=[C:5]([S:2]([CH3:1])(=[O:3])=[O:4])[CH:6]=[CH:7][C:8]=3[O:13][CH2:12]2)(=[O:25])=[O:24])=[CH:19][CH:18]=1. (5) Given the reactants [Cl:1][C:2]1[C:3](I)=[C:4]2[C:9](=[CH:10][CH:11]=1)[O:8][CH:7]([C:12]([F:15])([F:14])[F:13])[C:6]([C:16]([O:18]CC)=[O:17])=[CH:5]2.[O:22]1[CH:26]=[CH:25][CH:24]=[C:23]1B(O)O.C(=O)([O-])[O-].[Na+].[Na+].CCOC(C)=O, predict the reaction product. The product is: [Cl:1][C:2]1[C:3]([C:23]2[O:22][CH:26]=[CH:25][CH:24]=2)=[C:4]2[C:9](=[CH:10][CH:11]=1)[O:8][CH:7]([C:12]([F:14])([F:13])[F:15])[C:6]([C:16]([OH:18])=[O:17])=[CH:5]2. (6) Given the reactants Br[C:2]1[CH:3]=[C:4]([CH2:9][NH:10][C:11]([C:13]2[CH:18]=[C:17]([CH3:19])[CH:16]=[C:15]([C:20]([NH:22][CH2:23][C:24]3[C:25]([NH:37][CH:38]4[CH2:43][CH2:42][O:41][CH2:40][CH2:39]4)=[C:26]4[CH:34]=[N:33][N:32]([CH2:35][CH3:36])[C:27]4=[N:28][C:29]=3[CH2:30][CH3:31])=[O:21])[CH:14]=2)=[O:12])[CH:5]=[CH:6][C:7]=1[F:8].[CH:44]([C:46]1[CH:47]=[C:48](B(O)O)[CH:49]=[CH:50][CH:51]=1)=[O:45].C(=O)([O-])[O-].[K+].[K+], predict the reaction product. The product is: [CH2:35]([N:32]1[C:27]2=[N:28][C:29]([CH2:30][CH3:31])=[C:24]([CH2:23][NH:22][C:20]([C:15]3[CH:16]=[C:17]([CH3:19])[CH:18]=[C:13]([C:11]([NH:10][CH2:9][C:4]4[CH:3]=[C:2]([C:50]5[CH:49]=[CH:48][CH:47]=[C:46]([CH:44]=[O:45])[CH:51]=5)[C:7]([F:8])=[CH:6][CH:5]=4)=[O:12])[CH:14]=3)=[O:21])[C:25]([NH:37][CH:38]3[CH2:43][CH2:42][O:41][CH2:40][CH2:39]3)=[C:26]2[CH:34]=[N:33]1)[CH3:36]. (7) The product is: [F:1][C:2]1[CH:20]=[CH:19][C:5]([CH2:6][O:7][C:8]2[CH:13]=[CH:12][C:11]([CH:14]=[CH:15][C:16]([NH:40][C:41]3[S:42][S:43][C:44](=[S:46])[N:45]=3)=[O:17])=[CH:10][CH:9]=2)=[CH:4][CH:3]=1. Given the reactants [F:1][C:2]1[CH:20]=[CH:19][C:5]([CH2:6][O:7][C:8]2[CH:13]=[CH:12][C:11]([CH:14]=[CH:15][C:16](O)=[O:17])=[CH:10][CH:9]=2)=[CH:4][CH:3]=1.C(N1C=CN=C1)(N1C=CN=C1)=O.N1C=CN=C1.[H-].[Na+].[NH2:40][C:41]1[S:42][S:43][C:44](=[S:46])[N:45]=1, predict the reaction product. (8) Given the reactants CS(Cl)(=O)=O.[Cl:6][C:7]1[CH:8]=[C:9]([CH:27]=[CH:28][C:29]=1[O:30][CH2:31][C:32]1[CH:37]=[CH:36][CH:35]=[C:34]([F:38])[CH:33]=1)[NH:10][C:11]1[C:16]([C:17]#[C:18][C:19]2[N:24]=[C:23]([CH2:25]O)[CH:22]=[CH:21][CH:20]=2)=[CH:15][N:14]=[CH:13][N:12]=1.[N:39]1([CH2:44][CH2:45][CH2:46][NH2:47])[CH:43]=[CH:42][N:41]=[CH:40]1.O, predict the reaction product. The product is: [Cl:6][C:7]1[CH:8]=[C:9]([NH:10][C:11]2[C:16]([C:17]#[C:18][C:19]3[CH:20]=[CH:21][CH:22]=[C:23]([CH2:25][NH:47][CH2:46][CH2:45][CH2:44][N:39]4[CH:43]=[CH:42][N:41]=[CH:40]4)[N:24]=3)=[CH:15][N:14]=[CH:13][N:12]=2)[CH:27]=[CH:28][C:29]=1[O:30][CH2:31][C:32]1[CH:37]=[CH:36][CH:35]=[C:34]([F:38])[CH:33]=1.